From a dataset of Reaction yield outcomes from USPTO patents with 853,638 reactions. Predict the reaction yield, written as a fraction of the theoretical maximum amount of product (1.0 means a 100% yield; for example, 0.34 means a 34% yield). (1) The reactants are O1CCCC1.[C:6]([O:10][C:11]([NH:13][CH2:14][CH2:15][C:16]1[CH:24]=[CH:23][C:19]([C:20](O)=[O:21])=[CH:18][CH:17]=1)=[O:12])([CH3:9])([CH3:8])[CH3:7]. No catalyst specified. The product is [OH:21][CH2:20][C:19]1[CH:23]=[CH:24][C:16]([CH2:15][CH2:14][NH:13][C:11](=[O:12])[O:10][C:6]([CH3:9])([CH3:7])[CH3:8])=[CH:17][CH:18]=1. The yield is 0.850. (2) The catalyst is O1CCCC1. The reactants are CC(OC(/N=N/C(OC(C)C)=O)=O)C.[Br:15][C:16]1[C:20]2[C:21]([Cl:25])=[N:22][CH:23]=[CH:24][C:19]=2[NH:18][N:17]=1.O[C@H:27]1[CH2:32][CH2:31][CH2:30][N:29]([C:33]([O:35][C:36]([CH3:39])([CH3:38])[CH3:37])=[O:34])[CH2:28]1.C1C=CC(P(C2C=CC=CC=2)C2C=CC=CC=2)=CC=1. The yield is 0.530. The product is [Br:15][C:16]1[C:20]2[C:21]([Cl:25])=[N:22][CH:23]=[CH:24][C:19]=2[N:18]([C@@H:31]2[CH2:32][CH2:27][CH2:28][N:29]([C:33]([O:35][C:36]([CH3:39])([CH3:38])[CH3:37])=[O:34])[CH2:30]2)[N:17]=1.